From a dataset of Catalyst prediction with 721,799 reactions and 888 catalyst types from USPTO. Predict which catalyst facilitates the given reaction. (1) Reactant: C([O:8][C:9]1[CH:10]=[C:11]([CH:47]=[CH:48][C:49]=1[O:50]CC1C=CC=CC=1)[CH2:12][N:13]1[CH2:33][C@@H:32]2[C:15]3([C:19](=[O:20])[N:18]([CH2:21][CH2:22][N:23]4[CH2:28][CH2:27][O:26][CH2:25][CH2:24]4)[C:17](=[O:29])[N:16]3[C@H:30]([C:34]3[C:43]4[C:38](=[CH:39][CH:40]=[CH:41][CH:42]=4)[C:37]([N:44]([CH3:46])[CH3:45])=[CH:36][CH:35]=3)[CH2:31]2)[CH2:14]1)C1C=CC=CC=1. Product: [OH:8][C:9]1[CH:10]=[C:11]([CH:47]=[CH:48][C:49]=1[OH:50])[CH2:12][N:13]1[CH2:33][C@@H:32]2[C:15]3([C:19](=[O:20])[N:18]([CH2:21][CH2:22][N:23]4[CH2:24][CH2:25][O:26][CH2:27][CH2:28]4)[C:17](=[O:29])[N:16]3[C@H:30]([C:34]3[C:43]4[C:38](=[CH:39][CH:40]=[CH:41][CH:42]=4)[C:37]([N:44]([CH3:45])[CH3:46])=[CH:36][CH:35]=3)[CH2:31]2)[CH2:14]1. The catalyst class is: 1. (2) Reactant: Cl[C:2]1[N:7]=[C:6]([NH2:8])[CH:5]=[CH:4][N:3]=1.[CH3:9][C:10]1([CH3:17])[CH:15]([OH:16])[CH2:14][CH2:13][NH:12][CH2:11]1.C(N(CC)CC)C.CC(O)C. Product: [NH2:8][C:6]1[CH:5]=[CH:4][N:3]=[C:2]([N:12]2[CH2:13][CH2:14][CH:15]([OH:16])[C:10]([CH3:17])([CH3:9])[CH2:11]2)[N:7]=1. The catalyst class is: 389. (3) Reactant: [CH3:1][C:2]1[CH:7]=[CH:6][C:5]([CH3:8])=[CH:4][C:3]=1[OH:9].[CH3:10][CH:11]([CH2:15][CH2:16][CH2:17][CH:18]([CH3:20])[CH3:19])[CH2:12][CH2:13]Br.[OH-].[Na+].C1(C)C=CC=CC=1. Product: [CH3:10][CH:11]([CH2:15][CH2:16][CH2:17][CH:18]([CH3:20])[CH3:19])[CH2:12][CH2:13][O:9][C:3]1[CH:4]=[C:5]([CH3:8])[CH:6]=[CH:7][C:2]=1[CH3:1]. The catalyst class is: 568. (4) Reactant: C([O:5][C:6](=[O:40])[CH2:7][O:8][C:9]1[CH:18]=[CH:17][C:16]([Cl:19])=[C:15]2[C:10]=1[C:11]([CH3:39])=[C:12]([CH2:24][C:25]1[CH:30]=[CH:29][C:28]([N:31]3[CH:35]=[CH:34][C:33]([CH:36]4[CH2:38][CH2:37]4)=[N:32]3)=[CH:27][CH:26]=1)[C:13]([O:20][CH:21]([F:23])[F:22])=[N:14]2)(C)(C)C.FC(F)(F)C(O)=O. Product: [Cl:19][C:16]1[CH:17]=[CH:18][C:9]([O:8][CH2:7][C:6]([OH:40])=[O:5])=[C:10]2[C:15]=1[N:14]=[C:13]([O:20][CH:21]([F:22])[F:23])[C:12]([CH2:24][C:25]1[CH:26]=[CH:27][C:28]([N:31]3[CH:35]=[CH:34][C:33]([CH:36]4[CH2:37][CH2:38]4)=[N:32]3)=[CH:29][CH:30]=1)=[C:11]2[CH3:39]. The catalyst class is: 4.